Dataset: Forward reaction prediction with 1.9M reactions from USPTO patents (1976-2016). Task: Predict the product of the given reaction. (1) Given the reactants [OH:1][C:2]1[CH:7]=[CH:6][N:5]=[CH:4][C:3]=1[N+:8]([O-:10])=[O:9].[Br-:11], predict the reaction product. The product is: [Br:11][C:7]1[CH:6]=[N:5][CH:4]=[C:3]([N+:8]([O-:10])=[O:9])[C:2]=1[OH:1]. (2) Given the reactants [OH:1][C@H:2]([CH3:7])[CH2:3][C:4]([OH:6])=O.O.OC1C2N=NNC=2C=CC=1.Cl.C(N=C=NCCCN(C)C)C.FC(F)(F)C(O)=O.[N:38]1([C:44]2[N:52]=[C:51]([C:53]3[CH:54]=[N:55][C:56]([NH2:59])=[N:57][CH:58]=3)[N:50]=[C:49]3[C:45]=2[N:46]=[C:47]([N:65]2[CH2:70][CH2:69][NH:68][CH2:67][CH2:66]2)[N:48]3[CH2:60][C:61]([F:64])([F:63])[F:62])[CH2:43][CH2:42][O:41][CH2:40][CH2:39]1, predict the reaction product. The product is: [NH2:59][C:56]1[N:57]=[CH:58][C:53]([C:51]2[N:50]=[C:49]3[C:45]([N:46]=[C:47]([N:65]4[CH2:70][CH2:69][N:68]([C:4](=[O:6])[CH2:3][C@H:2]([OH:1])[CH3:7])[CH2:67][CH2:66]4)[N:48]3[CH2:60][C:61]([F:62])([F:64])[F:63])=[C:44]([N:38]3[CH2:39][CH2:40][O:41][CH2:42][CH2:43]3)[N:52]=2)=[CH:54][N:55]=1. (3) Given the reactants O.[ClH:2].[CH3:3][N:4]([CH2:6][CH2:7][CH2:8][CH2:9][CH2:10][CH2:11][CH2:12][CH2:13][CH2:14][CH2:15][CH2:16][CH2:17][CH2:18][CH2:19][CH2:20][CH2:21][CH2:22][CH3:23])[CH3:5], predict the reaction product. The product is: [ClH:2].[CH3:5][N:4]([CH2:6][CH2:7][CH2:8][CH2:9][CH2:10][CH2:11][CH2:12][CH2:13][CH2:14][CH2:15][CH2:16][CH2:17][CH2:18][CH2:19][CH2:20][CH2:21][CH2:22][CH3:23])[CH3:3]. (4) The product is: [C:1]1([CH2:17][CH2:18][C:19]#[CH:20])[C:14]2[C:15]3=[C:16]4[C:11](=[CH:12][CH:13]=2)[CH:10]=[CH:9][CH:8]=[C:7]4[CH:6]=[CH:5][C:4]3=[CH:3][CH:2]=1. Given the reactants [C:1]1([CH:17](O)[CH2:18][C:19]#[CH:20])[C:14]2[C:15]3=[C:16]4[C:11](=[CH:12][CH:13]=2)[CH:10]=[CH:9][CH:8]=[C:7]4[CH:6]=[CH:5][C:4]3=[CH:3][CH:2]=1.C=C=C.[SiH](CC)(CC)CC.B(F)(F)F.CCOCC, predict the reaction product. (5) Given the reactants [Br-].[CH3:2]OC[P+](C1C=CC=CC=1)(C1C=CC=CC=1)C1C=CC=CC=1.CC(C)([O-])C.[K+].[F:30][C:31]1[CH:32]=[C:33]([C@H:37]2[CH2:42][CH2:41][C@H:40]([CH:43]=O)[CH2:39][CH2:38]2)[CH:34]=[CH:35][CH:36]=1.O, predict the reaction product. The product is: [F:30][C:31]1[CH:32]=[C:33]([C@H:37]2[CH2:42][CH2:41][C@H:40]([CH:43]=[CH2:2])[CH2:39][CH2:38]2)[CH:34]=[CH:35][CH:36]=1. (6) Given the reactants [OH:1][C:2]1[N:6]([CH:7]([CH3:9])[CH3:8])[N:5]=[CH:4][C:3]=1[C:10]([C:12]1[C:13](=[O:26])[N:14]([C:20]2[CH:25]=[CH:24][CH:23]=[CH:22][CH:21]=2)[C:15](=[O:19])[N:16]([CH3:18])[N:17]=1)=[O:11].C(N(CC)CC)C.[CH2:34]([S:37](Cl)(=[O:39])=[O:38])[CH2:35][CH3:36], predict the reaction product. The product is: [CH2:34]([S:37]([O:1][C:2]1[N:6]([CH:7]([CH3:8])[CH3:9])[N:5]=[CH:4][C:3]=1[C:10]([C:12]1[C:13](=[O:26])[N:14]([C:20]2[CH:21]=[CH:22][CH:23]=[CH:24][CH:25]=2)[C:15](=[O:19])[N:16]([CH3:18])[N:17]=1)=[O:11])(=[O:39])=[O:38])[CH2:35][CH3:36].